The task is: Regression/Classification. Given a drug SMILES string, predict its absorption, distribution, metabolism, or excretion properties. Task type varies by dataset: regression for continuous measurements (e.g., permeability, clearance, half-life) or binary classification for categorical outcomes (e.g., BBB penetration, CYP inhibition). For this dataset (solubility_aqsoldb), we predict Y.. This data is from Aqueous solubility values for 9,982 compounds from the AqSolDB database. (1) The compound is O=C1Nc2ccc(Cl)cc2C(=O)N2CCCC12. The Y is -4.70 log mol/L. (2) The compound is O=C(O)C1(O)c2ccccc2-c2ccc(Cl)cc21. The Y is -4.16 log mol/L. (3) The Y is -2.32 log mol/L. The drug is CCC1(CC)C(=O)NC(=S)NC1=O. (4) The molecule is N.N.O=C(O)O. The Y is -0.983 log mol/L. (5) The molecule is CCOc1ccc(N(C)C(N)=O)cc1. The Y is -1.66 log mol/L.